From a dataset of Reaction yield outcomes from USPTO patents with 853,638 reactions. Predict the reaction yield, written as a fraction of the theoretical maximum amount of product (1.0 means a 100% yield; for example, 0.34 means a 34% yield). (1) The reactants are [CH3:1][C:2]1([CH2:13][N:14]2[CH2:20][CH2:19][CH2:18][N:17](C(OC(C)(C)C)=O)[CH2:16][CH2:15]2)[O:6][C:5]2=[N:7][C:8]([N+:10]([O-:12])=[O:11])=[CH:9][N:4]2[CH2:3]1.C(N(CC)CC)C.[C:35]1([C:41]2[CH:48]=[CH:47][C:44]([CH:45]=O)=[CH:43][CH:42]=2)[CH:40]=[CH:39][CH:38]=[CH:37][CH:36]=1.[B-]C#N.[Na+].C(O)(=O)C.C(=O)([O-])O.[Na+]. The catalyst is FC(F)(F)C(O)=O. The product is [C:41]1([C:35]2[CH:40]=[CH:39][CH:38]=[CH:37][CH:36]=2)[CH:48]=[CH:47][C:44]([CH2:45][N:17]2[CH2:18][CH2:19][CH2:20][N:14]([CH2:13][C:2]3([CH3:1])[O:6][C:5]4=[N:7][C:8]([N+:10]([O-:12])=[O:11])=[CH:9][N:4]4[CH2:3]3)[CH2:15][CH2:16]2)=[CH:43][CH:42]=1. The yield is 0.620. (2) The reactants are C(O[C:6]([N:8]1[CH2:13][CH2:12][N:11]([C:14]2[C:19]([N+:20]([O-:22])=[O:21])=[CH:18][CH:17]=[CH:16][C:15]=2[Cl:23])[CH2:10][CH2:9]1)=O)(C)(C)C.FC(F)(F)C(O)=O.[C:31]([O:35][C:36]([N:38]1[CH2:43][CH2:42][C:41]2[N:44]([CH2:57][CH2:58]C=O)[N:45]=[C:46]([C:47]3[CH:52]=[CH:51][C:50]([C:53]([F:56])([F:55])[F:54])=[CH:49][CH:48]=3)[C:40]=2[CH2:39]1)=[O:37])([CH3:34])([CH3:33])[CH3:32].C(O)(=O)C.[BH-](OC(C)=O)(OC(C)=O)OC(C)=O.[Na+].C([O-])(O)=O.[Na+]. The catalyst is C(Cl)Cl. The product is [C:31]([O:35][C:36]([N:38]1[CH2:43][CH2:42][C:41]2[N:44]([CH2:57][CH2:58][CH2:6][N:8]3[CH2:9][CH2:10][N:11]([C:14]4[C:19]([N+:20]([O-:22])=[O:21])=[CH:18][CH:17]=[CH:16][C:15]=4[Cl:23])[CH2:12][CH2:13]3)[N:45]=[C:46]([C:47]3[CH:48]=[CH:49][C:50]([C:53]([F:55])([F:56])[F:54])=[CH:51][CH:52]=3)[C:40]=2[CH2:39]1)=[O:37])([CH3:34])([CH3:32])[CH3:33]. The yield is 0.920. (3) The reactants are Cl.C(N=C=NCCCN(C)C)C.[NH2:13][CH2:14]/[CH:15]=[CH:16]/[C:17]1[CH2:18][C@H:19]2[C:25](=[O:26])[N:24]([CH2:27][O:28][CH2:29][CH2:30][Si:31]([CH3:34])([CH3:33])[CH3:32])[C:23]3[CH:35]=[C:36]([O:41][CH2:42][CH2:43][CH2:44][O:45][C:46]4[C:47]([O:71][CH3:72])=[CH:48][C:49]5[C:55](=[O:56])[N:54]6[CH:57]=[C:58]([CH3:60])[CH2:59][C@H:53]6[C:52](=[O:61])[N:51]([CH2:62][O:63][CH2:64][CH2:65][Si:66]([CH3:69])([CH3:68])[CH3:67])[C:50]=5[CH:70]=4)[C:37]([O:39][CH3:40])=[CH:38][C:22]=3[C:21](=[O:73])[N:20]2[CH:74]=1.[CH:75]1[C:87]2[CH:86]([CH2:88][O:89][C:90]([NH:92][C@@H:93]([CH:102]([CH3:104])[CH3:103])[C:94]([NH:96][C@@H:97]([CH3:101])[C:98](O)=[O:99])=[O:95])=[O:91])[C:85]3[C:80](=[CH:81][CH:82]=[CH:83][CH:84]=3)[C:79]=2[CH:78]=[CH:77][CH:76]=1. The catalyst is ClCCl. The product is [CH3:40][O:39][C:37]1[C:36]([O:41][CH2:42][CH2:43][CH2:44][O:45][C:46]2[C:47]([O:71][CH3:72])=[CH:48][C:49]3[C:55](=[O:56])[N:54]4[CH:57]=[C:58]([CH3:60])[CH2:59][C@H:53]4[C:52](=[O:61])[N:51]([CH2:62][O:63][CH2:64][CH2:65][Si:66]([CH3:68])([CH3:67])[CH3:69])[C:50]=3[CH:70]=2)=[CH:35][C:23]2[N:24]([CH2:27][O:28][CH2:29][CH2:30][Si:31]([CH3:32])([CH3:34])[CH3:33])[C:25](=[O:26])[C@@H:19]3[CH2:18][C:17](/[CH:16]=[CH:15]/[CH2:14][NH:13][C:98](=[O:99])[C@@H:97]([NH:96][C:94](=[O:95])[C@H:93]([NH:92][C:90](=[O:91])[O:89][CH2:88][CH:86]4[C:87]5[CH:75]=[CH:76][CH:77]=[CH:78][C:79]=5[C:80]5[C:85]4=[CH:84][CH:83]=[CH:82][CH:81]=5)[CH:102]([CH3:104])[CH3:103])[CH3:101])=[CH:74][N:20]3[C:21](=[O:73])[C:22]=2[CH:38]=1. The yield is 0.350. (4) The reactants are CS(O[CH2:6][CH2:7][CH2:8][N:9]1[C:13]2[CH:14]=[CH:15][C:16]([CH:18]=[O:19])=[CH:17][C:12]=2[S:11][C:10]1=[O:20])(=O)=O.[OH:21][C:22]([C:39]1[S:40][CH:41]=[CH:42][CH:43]=1)([C:34]1[S:35][CH:36]=[CH:37][CH:38]=1)[C:23]([O:25][C@H:26]1[CH2:31][CH2:30][C@H:29]([NH:32][CH3:33])[CH2:28][CH2:27]1)=[O:24].[I-].[Na+].CCN(C(C)C)C(C)C. The catalyst is CN(C=O)C. The product is [OH:21][C:22]([C:34]1[S:35][CH:36]=[CH:37][CH:38]=1)([C:39]1[S:40][CH:41]=[CH:42][CH:43]=1)[C:23]([O:25][C@H:26]1[CH2:27][CH2:28][C@H:29]([N:32]([CH2:6][CH2:7][CH2:8][N:9]2[C:13]3[CH:14]=[CH:15][C:16]([CH:18]=[O:19])=[CH:17][C:12]=3[S:11][C:10]2=[O:20])[CH3:33])[CH2:30][CH2:31]1)=[O:24]. The yield is 0.550.